This data is from NCI-60 drug combinations with 297,098 pairs across 59 cell lines. The task is: Regression. Given two drug SMILES strings and cell line genomic features, predict the synergy score measuring deviation from expected non-interaction effect. (1) Drug 1: CC12CCC3C(C1CCC2=O)CC(=C)C4=CC(=O)C=CC34C. Drug 2: C1C(C(OC1N2C=NC(=NC2=O)N)CO)O. Cell line: NCI-H322M. Synergy scores: CSS=22.4, Synergy_ZIP=0.287, Synergy_Bliss=3.32, Synergy_Loewe=4.37, Synergy_HSA=5.14. (2) Drug 1: C1CC(C1)(C2=CC=C(C=C2)C3=C(C=C4C(=N3)C=CN5C4=NNC5=O)C6=CC=CC=C6)N. Drug 2: C1=CC(=C(C=C1I)F)NC2=C(C=CC(=C2F)F)C(=O)NOCC(CO)O. Cell line: HCT116. Synergy scores: CSS=62.1, Synergy_ZIP=7.80, Synergy_Bliss=7.73, Synergy_Loewe=9.29, Synergy_HSA=9.79. (3) Drug 1: CCC1(C2=C(COC1=O)C(=O)N3CC4=CC5=C(C=CC(=C5CN(C)C)O)N=C4C3=C2)O.Cl. Drug 2: CC12CCC3C(C1CCC2OP(=O)(O)O)CCC4=C3C=CC(=C4)OC(=O)N(CCCl)CCCl.[Na+]. Cell line: UO-31. Synergy scores: CSS=32.2, Synergy_ZIP=-7.34, Synergy_Bliss=1.04, Synergy_Loewe=-2.21, Synergy_HSA=-0.517. (4) Drug 1: C1CCN(CC1)CCOC2=CC=C(C=C2)C(=O)C3=C(SC4=C3C=CC(=C4)O)C5=CC=C(C=C5)O. Drug 2: CCC1(CC2CC(C3=C(CCN(C2)C1)C4=CC=CC=C4N3)(C5=C(C=C6C(=C5)C78CCN9C7C(C=CC9)(C(C(C8N6C)(C(=O)OC)O)OC(=O)C)CC)OC)C(=O)OC)O.OS(=O)(=O)O. Cell line: HOP-92. Synergy scores: CSS=34.0, Synergy_ZIP=3.36, Synergy_Bliss=10.4, Synergy_Loewe=-5.47, Synergy_HSA=7.26. (5) Drug 1: C1C(C(OC1N2C=C(C(=O)NC2=O)F)CO)O. Drug 2: CCC1=C2CN3C(=CC4=C(C3=O)COC(=O)C4(CC)O)C2=NC5=C1C=C(C=C5)O. Cell line: LOX IMVI. Synergy scores: CSS=30.9, Synergy_ZIP=-8.80, Synergy_Bliss=-7.54, Synergy_Loewe=-7.66, Synergy_HSA=-3.55. (6) Drug 1: CC1OCC2C(O1)C(C(C(O2)OC3C4COC(=O)C4C(C5=CC6=C(C=C35)OCO6)C7=CC(=C(C(=C7)OC)O)OC)O)O. Drug 2: CC(C)NC(=O)C1=CC=C(C=C1)CNNC.Cl. Cell line: DU-145. Synergy scores: CSS=16.3, Synergy_ZIP=0.152, Synergy_Bliss=-0.677, Synergy_Loewe=-28.5, Synergy_HSA=-1.89. (7) Drug 1: CC1C(C(CC(O1)OC2CC(CC3=C2C(=C4C(=C3O)C(=O)C5=C(C4=O)C(=CC=C5)OC)O)(C(=O)C)O)N)O.Cl. Drug 2: C1CN(CCN1C(=O)CCBr)C(=O)CCBr. Cell line: HCT-15. Synergy scores: CSS=29.4, Synergy_ZIP=-1.92, Synergy_Bliss=5.94, Synergy_Loewe=-0.555, Synergy_HSA=6.22.